This data is from Reaction yield outcomes from USPTO patents with 853,638 reactions. The task is: Predict the reaction yield, written as a fraction of the theoretical maximum amount of product (1.0 means a 100% yield; for example, 0.34 means a 34% yield). (1) The reactants are [ClH:1].C(O[C:5](=[NH:14])[C:6]1[CH:11]=[CH:10][C:9]([Br:12])=[CH:8][C:7]=1[F:13])C.[NH3:15]. No catalyst specified. The product is [ClH:1].[Br:12][C:9]1[CH:10]=[CH:11][C:6]([C:5]([NH2:14])=[NH:15])=[C:7]([F:13])[CH:8]=1. The yield is 1.00. (2) The catalyst is CN(C=O)C.CCOC(C)=O. The reactants are Cl.Cl.[N:3]1[CH:8]=[CH:7][CH:6]=[CH:5][C:4]=1[C:9]1([NH2:12])[CH2:11][CH2:10]1.CN(C(ON1N=NC2C=CC=NC1=2)=[N+](C)C)C.F[P-](F)(F)(F)(F)F.CCN(C(C)C)C(C)C.[F:46][C:47]1[CH:52]=[CH:51][C:50]([C:53]2[O:54][C:55]3[CH:65]=[C:64]([N:66]([CH2:71][CH2:72][OH:73])[S:67]([CH3:70])(=[O:69])=[O:68])[C:63]([C:74]4[CH:75]=[C:76]([CH:80]=[CH:81][CH:82]=4)[C:77](O)=[O:78])=[CH:62][C:56]=3[C:57]=2[C:58](=[O:61])[NH:59][CH3:60])=[CH:49][CH:48]=1. The yield is 0.320. The product is [F:46][C:47]1[CH:52]=[CH:51][C:50]([C:53]2[O:54][C:55]3[CH:65]=[C:64]([N:66]([CH2:71][CH2:72][OH:73])[S:67]([CH3:70])(=[O:69])=[O:68])[C:63]([C:74]4[CH:82]=[CH:81][CH:80]=[C:76]([C:77](=[O:78])[NH:12][C:9]5([C:4]6[CH:5]=[CH:6][CH:7]=[CH:8][N:3]=6)[CH2:11][CH2:10]5)[CH:75]=4)=[CH:62][C:56]=3[C:57]=2[C:58]([NH:59][CH3:60])=[O:61])=[CH:49][CH:48]=1. (3) The reactants are [CH3:1][N:2]([CH2:10][CH2:11][NH:12][CH3:13])[C:3](=[O:9])[O:4][C:5]([CH3:8])([CH3:7])[CH3:6].[C:14]1(=[O:28])[N:18]([CH2:19][CH2:20][CH2:21][CH2:22][CH2:23][C:24](Cl)=[O:25])[C:17](=[O:27])[CH:16]=[CH:15]1. The catalyst is C(Cl)Cl. The product is [O:27]=[C:17]1[CH:16]=[CH:15][C:14](=[O:28])[N:18]1[CH2:19][CH2:20][CH2:21][CH2:22][CH2:23][C:24]([N:12]([CH2:11][CH2:10][N:2]([CH3:1])[C:3](=[O:9])[O:4][C:5]([CH3:6])([CH3:8])[CH3:7])[CH3:13])=[O:25]. The yield is 0.740. (4) The reactants are C(OC([O:6][C:7]1[N:8]([C:17]([O:19][CH2:20][CH3:21])=[O:18])[C:9]2[C:14]([CH:15]=1)=[CH:13][C:12]([I:16])=[CH:11][CH:10]=2)=O)C.C(=O)([O-])[O-].[NH4+].[NH4+]. The catalyst is CN(C=O)C. The product is [I:16][C:12]1[CH:13]=[C:14]2[C:9](=[CH:10][CH:11]=1)[N:8]([C:17]([O:19][CH2:20][CH3:21])=[O:18])[C:7](=[O:6])[CH2:15]2. The yield is 1.00. (5) The reactants are O1[C:6](=[O:7])[CH2:5][O:4][CH2:3][C:2]1=[O:8].[Br:9][C:10]1[CH:15]=[CH:14][C:13]([NH2:16])=[CH:12][C:11]=1[CH3:17].C(OC(=O)C)(=O)C.C([O-])(=O)C.[Na+]. The catalyst is C(OC)(C)(C)C.O. The product is [Br:9][C:10]1[CH:15]=[CH:14][C:13]([N:16]2[C:2](=[O:8])[CH2:3][O:4][CH2:5][C:6]2=[O:7])=[CH:12][C:11]=1[CH3:17]. The yield is 0.730. (6) The reactants are Br[C:2]1[CH:27]=[CH:26][C:5]([O:6][C:7]2[C:8]3[CH:23]=[CH:22][C:21]([O:24][CH3:25])=[CH:20][C:9]=3[S:10][C:11]=2[C:12]2[CH:17]=[CH:16][C:15]([O:18][CH3:19])=[CH:14][CH:13]=2)=[CH:4][CH:3]=1.C(N(CC)CC)C.[CH:35]([C:37]1[N:38]=[CH:39][N:40](C(OC(C)(C)C)=O)[CH:41]=1)=[CH2:36]. The catalyst is CN(C=O)C.Cl[Pd](Cl)([P](C1C=CC=CC=1)(C1C=CC=CC=1)C1C=CC=CC=1)[P](C1C=CC=CC=1)(C1C=CC=CC=1)C1C=CC=CC=1. The product is [CH3:25][O:24][C:21]1[CH:22]=[CH:23][C:8]2[C:7]([O:6][C:5]3[CH:26]=[CH:27][C:2](/[CH:36]=[CH:35]/[C:37]4[N:38]=[CH:39][NH:40][CH:41]=4)=[CH:3][CH:4]=3)=[C:11]([C:12]3[CH:17]=[CH:16][C:15]([O:18][CH3:19])=[CH:14][CH:13]=3)[S:10][C:9]=2[CH:20]=1. The yield is 0.800.